From a dataset of Forward reaction prediction with 1.9M reactions from USPTO patents (1976-2016). Predict the product of the given reaction. (1) Given the reactants [OH:1][CH2:2][C:3]1[N:4]=[C:5]([C:9]2[CH:14]=[CH:13][CH:12]=[CH:11][CH:10]=2)[O:6][C:7]=1[CH3:8].[CH2:15]([O:22][C:23]1[CH:28]=[C:27]([O:29][CH3:30])[CH:26]=[CH:25][C:24]=1[C:31]([C:33]1[CH:34]=[N:35][C:36](Cl)=[CH:37][CH:38]=1)=[O:32])[C:16]1[CH:21]=[CH:20][CH:19]=[CH:18][CH:17]=1.CN(C)C=O.[H-].[Na+], predict the reaction product. The product is: [CH2:15]([O:22][C:23]1[CH:28]=[C:27]([O:29][CH3:30])[CH:26]=[CH:25][C:24]=1[C:31]([C:33]1[CH:34]=[N:35][C:36]([O:1][CH2:2][C:3]2[N:4]=[C:5]([C:9]3[CH:14]=[CH:13][CH:12]=[CH:11][CH:10]=3)[O:6][C:7]=2[CH3:8])=[CH:37][CH:38]=1)=[O:32])[C:16]1[CH:17]=[CH:18][CH:19]=[CH:20][CH:21]=1. (2) Given the reactants [OH:1][C:2]1[CH:17]=[CH:16][CH:15]=[CH:14][C:3]=1[CH2:4][C:5]1[CH:10]=[CH:9][C:8]([CH2:11][C:12]#[N:13])=[CH:7][CH:6]=1.[C:18]([O:21][C@@H:22]1[C@@H:44]([O:45][C:46](=[O:48])[CH3:47])[C@H:43]([O:49][C:50](=[O:52])[CH3:51])[C@@H:42]([CH2:53][O:54][C:55](=[O:57])[CH3:56])[O:41][C@H:23]1OC1C=CC=CC=1C(C)C1C=CC(C#N)=CC=1)(=[O:20])[CH3:19], predict the reaction product. The product is: [C:18]([O:21][C@@H:22]1[C@@H:44]([O:45][C:46](=[O:48])[CH3:47])[C@H:43]([O:49][C:50](=[O:52])[CH3:51])[C@@H:42]([CH2:53][O:54][C:55](=[O:57])[CH3:56])[O:41][C@H:23]1[O:1][C:2]1[CH:17]=[CH:16][CH:15]=[CH:14][C:3]=1[CH2:4][C:5]1[CH:10]=[CH:9][C:8]([CH2:11][C:12]#[N:13])=[CH:7][CH:6]=1)(=[O:20])[CH3:19].[O:1]([C:2]1[CH:17]=[CH:16][CH:15]=[CH:14][C:3]=1[CH2:4][C:5]1[CH:10]=[CH:9][C:8]([CH2:11][C:12]#[N:13])=[CH:7][CH:6]=1)[C@@H:23]1[O:41][C@H:42]([CH2:53][OH:54])[C@@H:43]([OH:49])[C@H:44]([OH:45])[C@H:22]1[OH:21]. (3) Given the reactants CC([O:5][C:6]([NH:8][CH:9]([NH:18][CH2:19][C:20]1[CH:25]=[CH:24][CH:23]=[CH:22][C:21]=1[O:26][CH2:27][CH2:28][CH3:29])[NH:10][C:11](=[O:17])[O:12][C:13]([CH3:16])([CH3:15])[CH3:14])=O)(C)C.[CH2:30]([NH:33][CH2:34][CH2:35][CH2:36][CH2:37][CH2:38][CH2:39][CH2:40][CH2:41][NH:42][C:43](=[O:52])[O:44][CH2:45][C:46]1[CH:51]=[CH:50][CH:49]=[CH:48][CH:47]=1)[CH:31]=[CH2:32].CCN(CC)CC, predict the reaction product. The product is: [CH3:14][C:13]([O:12][C:11]([N:10]=[C:9]([NH:8][C:6]([N:33]([CH2:30][CH:31]=[CH2:32])[CH2:34][CH2:35][CH2:36][CH2:37][CH2:38][CH2:39][CH2:40][CH2:41][NH:42][C:43](=[O:52])[O:44][CH2:45][C:46]1[CH:47]=[CH:48][CH:49]=[CH:50][CH:51]=1)=[O:5])[NH:18][CH2:19][C:20]1[CH:25]=[CH:24][CH:23]=[CH:22][C:21]=1[O:26][CH2:27][CH:28]=[CH2:29])=[O:17])([CH3:15])[CH3:16].